From a dataset of Reaction yield outcomes from USPTO patents with 853,638 reactions. Predict the reaction yield, written as a fraction of the theoretical maximum amount of product (1.0 means a 100% yield; for example, 0.34 means a 34% yield). (1) The reactants are [NH:1]1[C:9]2[C:4](=[CH:5][CH:6]=[C:7]([C:10]([O:12][CH3:13])=[O:11])[CH:8]=2)[CH:3]=[CH:2]1.[H-].[Li+].Br[CH:17]1[CH2:22][CH2:21][CH2:20][CH:19]=[CH:18]1.CCOC(C)=O. The catalyst is CN(C=O)C.O. The product is [CH:22]1([C:3]2[C:4]3[C:9](=[CH:8][C:7]([C:10]([O:12][CH3:13])=[O:11])=[CH:6][CH:5]=3)[NH:1][CH:2]=2)[CH2:21][CH2:20][CH2:19][CH:18]=[CH:17]1. The yield is 0.520. (2) The yield is 0.839. The reactants are C[C@@:2]([C:14]1[CH:19]=[CH:18][CH:17]=[CH:16][C:15]=1[Cl:20])([NH:6][CH2:7][CH2:8][C:9]1[S:10][CH:11]=[CH:12][CH:13]=1)[C:3]([O-:5])=O.[CH2:21]=[O:22].S(=O)(=O)(O)[O-].[C:28](OCC)(=O)C. No catalyst specified. The product is [CH3:21][O:22][C:3]([C@@H:2]([N:6]1[CH2:28][C:13]2[CH:12]=[CH:11][S:10][C:9]=2[CH2:8][CH2:7]1)[C:14]1[C:15]([Cl:20])=[CH:16][CH:17]=[CH:18][CH:19]=1)=[O:5]. (3) The reactants are [CH:1]1([CH:4]([C:18]2[CH:23]=[CH:22][CH:21]=[CH:20][CH:19]=2)[NH:5][C:6]([C:8]2[CH:9]=[C:10]3[C:14](=[CH:15][CH:16]=2)[NH:13][N:12]=[C:11]3I)=[O:7])[CH2:3][CH2:2]1.[CH3:24][N:25]1[CH2:30][CH2:29][CH:28]([O:31][C:32]2[CH:37]=[CH:36][C:35](B3OC(C)(C)C(C)(C)O3)=[CH:34][CH:33]=2)[CH2:27][CH2:26]1.C([O-])([O-])=O.[Na+].[Na+]. The catalyst is C1(C)C=CC=CC=1.CCO. The product is [CH:1]1([CH:4]([C:18]2[CH:23]=[CH:22][CH:21]=[CH:20][CH:19]=2)[NH:5][C:6]([C:8]2[CH:9]=[C:10]3[C:14](=[CH:15][CH:16]=2)[NH:13][N:12]=[C:11]3[C:35]2[CH:36]=[CH:37][C:32]([O:31][CH:28]3[CH2:27][CH2:26][N:25]([CH3:24])[CH2:30][CH2:29]3)=[CH:33][CH:34]=2)=[O:7])[CH2:3][CH2:2]1. The yield is 0.350.